From a dataset of Reaction yield outcomes from USPTO patents with 853,638 reactions. Predict the reaction yield, written as a fraction of the theoretical maximum amount of product (1.0 means a 100% yield; for example, 0.34 means a 34% yield). (1) The reactants are Cl[C:2]1[S:3][C:4]([C:11]([O:13][CH2:14][CH3:15])=[O:12])=[C:5]([C:7]([F:10])([F:9])[F:8])[N:6]=1.[Cl:16][C:17]1[CH:18]=[C:19]([C:25]2([C:30]([F:33])([F:32])[F:31])[CH2:29][CH2:28][NH:27][CH2:26]2)[CH:20]=[C:21]([Cl:24])[C:22]=1[Cl:23].C(=O)([O-])[O-].[K+].[K+]. The catalyst is CN(C)C=O. The product is [Cl:16][C:17]1[CH:18]=[C:19]([C:25]2([C:30]([F:33])([F:32])[F:31])[CH2:29][CH2:28][N:27]([C:2]3[S:3][C:4]([C:11]([O:13][CH2:14][CH3:15])=[O:12])=[C:5]([C:7]([F:10])([F:9])[F:8])[N:6]=3)[CH2:26]2)[CH:20]=[C:21]([Cl:24])[C:22]=1[Cl:23]. The yield is 0.860. (2) The reactants are Br[C:2]1[CH:7]=[CH:6][C:5]([N+:8]([O-:10])=[O:9])=[CH:4][N:3]=1.[NH:11]1[CH2:16][CH2:15][O:14][CH2:13][CH2:12]1. The catalyst is ClCCl. The product is [N+:8]([C:5]1[CH:6]=[CH:7][C:2]([N:11]2[CH2:16][CH2:15][O:14][CH2:13][CH2:12]2)=[N:3][CH:4]=1)([O-:10])=[O:9]. The yield is 0.950. (3) The reactants are [F:1][C:2]([F:16])([F:15])[C:3]1[CH:8]=[CH:7][C:6](/[CH:9]=[CH:10]/[CH:11]=[CH:12]/[CH2:13][OH:14])=[CH:5][CH:4]=1. The catalyst is [O-2].[O-2].[Mn+4]. The product is [F:1][C:2]([F:15])([F:16])[C:3]1[CH:4]=[CH:5][C:6](/[CH:9]=[CH:10]/[CH:11]=[CH:12]/[CH:13]=[O:14])=[CH:7][CH:8]=1. The yield is 0.920. (4) The reactants are [CH:1]1([C:4]2[C:5]([O:30][CH3:31])=[C:6]([CH:12]([OH:29])[C:13]#[C:14][C:15]3[CH:20]=[CH:19][C:18]([O:21][CH2:22][C:23]4[CH:28]=[CH:27][CH:26]=[CH:25][CH:24]=4)=[CH:17][CH:16]=3)[CH:7]=[CH:8][C:9]=2[O:10][CH3:11])[CH2:3][CH2:2]1. The catalyst is C(Cl)(Cl)Cl.O=[Mn]=O. The product is [CH:1]1([C:4]2[C:5]([O:30][CH3:31])=[C:6]([C:12](=[O:29])[C:13]#[C:14][C:15]3[CH:20]=[CH:19][C:18]([O:21][CH2:22][C:23]4[CH:28]=[CH:27][CH:26]=[CH:25][CH:24]=4)=[CH:17][CH:16]=3)[CH:7]=[CH:8][C:9]=2[O:10][CH3:11])[CH2:3][CH2:2]1. The yield is 0.660. (5) The catalyst is C1COCC1. The product is [CH3:1][N:2]1[C:10](=[O:11])[C:9]2[NH:8][C:7]([C:31]#[N:32])=[N:6][C:5]=2[N:4]([CH2:15][CH2:16][CH2:17][CH2:18][CH3:19])[C:3]1=[O:20]. The reactants are [CH3:1][N:2]1[C:10](=[O:11])[C:9]2[N:8](CC=C)[CH:7]=[N:6][C:5]=2[N:4]([CH2:15][CH2:16][CH2:17][CH2:18][CH3:19])[C:3]1=[O:20].[Li+].C[Si]([N-][Si](C)(C)C)(C)C.[CH3:31][N:32](C=O)C. The yield is 0.300. (6) The yield is 0.273. The product is [N+:34]([C:31]1[CH:30]=[C:25]2[C:24](=[CH:33][CH:32]=1)[N:6]1[N:5]=[C:4]([C:7]3[CH:8]=[CH:9][C:10]([O:13][C:14]4[CH:19]=[CH:18][CH:17]=[CH:16][CH:15]=4)=[CH:11][CH:12]=3)[C:3]([C:20]([NH2:22])=[O:21])=[C:2]1[NH:1][C:26]2=[O:27])([O-:36])=[O:35]. The catalyst is CN(C=O)C. The reactants are [NH2:1][C:2]1[NH:6][N:5]=[C:4]([C:7]2[CH:12]=[CH:11][C:10]([O:13][C:14]3[CH:19]=[CH:18][CH:17]=[CH:16][CH:15]=3)=[CH:9][CH:8]=2)[C:3]=1[C:20]([NH2:22])=[O:21].Cl[C:24]1[CH:33]=[CH:32][C:31]([N+:34]([O-:36])=[O:35])=[CH:30][C:25]=1[C:26](OC)=[O:27].C([O-])([O-])=O.[K+].[K+].O.